This data is from Reaction yield outcomes from USPTO patents with 853,638 reactions. The task is: Predict the reaction yield, written as a fraction of the theoretical maximum amount of product (1.0 means a 100% yield; for example, 0.34 means a 34% yield). (1) The reactants are [CH3:1][C:2]1[CH:7]=[CH:6][CH:5]=[C:4]([C:8]#[C:9][CH:10]=[C:11]2[CH2:16][CH2:15][N:14](C3C=NC=C(C(F)(F)F)C=3)[CH2:13][CH2:12]2)N=1.Br[C:28]1C=NC=C(C(F)(F)F)C=1.Cl[C:39]1[N:46]=[C:45]([CH3:47])[CH:44]=[CH:43][C:40]=1[C:41]#[N:42].CC1C=CC=C(C#CC=C2CCNCC2)N=1. No catalyst specified. The product is [CH3:47][C:45]1[CH:44]=[CH:43][C:40]([C:41]#[N:42])=[C:39]([N:14]2[CH2:13][CH2:12][C:11](=[C:10]([CH3:28])[C:9]#[C:8][C:4]3[CH:1]=[CH:2][CH:7]=[CH:6][CH:5]=3)[CH2:16][CH2:15]2)[N:46]=1. The yield is 0.350. (2) The reactants are [C:1]([O:5][C:6]([N:8]1[C:16]2[C:11](=[CH:12][C:13]([CH2:17][CH:18]([NH2:23])[C:19]([O:21][CH3:22])=[O:20])=[CH:14][CH:15]=2)[CH:10]=[N:9]1)=[O:7])([CH3:4])([CH3:3])[CH3:2].C1C(=O)N(OC(ON2C(=O)CCC2=O)=O)[C:26](=[O:27])C1.C(N(CC)C(C)C)(C)C.[NH:51]1[CH2:56][CH2:55][CH:54]([N:57]2[CH2:66][C:65]3[C:60](=[CH:61][CH:62]=[CH:63][CH:64]=3)[NH:59][C:58]2=[O:67])[CH2:53][CH2:52]1. The catalyst is C(Cl)Cl. The product is [C:1]([O:5][C:6]([N:8]1[C:16]2[C:11](=[CH:12][C:13]([CH2:17][CH:18]([C:19]([O:21][CH3:22])=[O:20])[NH:23][C:26]([N:51]3[CH2:52][CH2:53][CH:54]([N:57]4[CH2:66][C:65]5[C:60](=[CH:61][CH:62]=[CH:63][CH:64]=5)[NH:59][C:58]4=[O:67])[CH2:55][CH2:56]3)=[O:27])=[CH:14][CH:15]=2)[CH:10]=[N:9]1)=[O:7])([CH3:3])([CH3:4])[CH3:2]. The yield is 0.470.